Dataset: Catalyst prediction with 721,799 reactions and 888 catalyst types from USPTO. Task: Predict which catalyst facilitates the given reaction. (1) Reactant: [O:1]=[C:2]1[CH2:6][CH2:5][CH2:4][N:3]1[C:7]1[CH:8]=[C:9]([CH:23]=[CH:24][CH:25]=1)[CH2:10][NH:11][C:12]([C:14]1[C:15]2[CH:16]=[CH:17][NH:18][C:19]=2[CH:20]=[CH:21][CH:22]=1)=[O:13].[NH2:26][C:27]1[N:32]=[C:31](Cl)[CH:30]=[CH:29][N:28]=1.NC1N=C(N2C3C(=C(NC(=O)CC4C=CC=C(OC)C=4)C=CC=3)C=C2)C=CN=1. Product: [NH2:26][C:27]1[N:32]=[C:31]([N:18]2[C:19]3[CH:20]=[CH:21][CH:22]=[C:14]([C:12]([NH:11][CH2:10][C:9]4[CH:23]=[CH:24][CH:25]=[C:7]([N:3]5[CH2:4][CH2:5][CH2:6][C:2]5=[O:1])[CH:8]=4)=[O:13])[C:15]=3[CH:16]=[CH:17]2)[CH:30]=[CH:29][N:28]=1. The catalyst class is: 6. (2) Reactant: Cl[C:2]1[N:7]=[CH:6][C:5]([N:8]([CH3:25])[C:9](=[O:24])[C:10]2[CH:15]=[C:14]([C:16]([F:19])([F:18])[F:17])[CH:13]=[C:12]([C:20]([F:23])([F:22])[F:21])[CH:11]=2)=[C:4]([C:26]2[CH:31]=[CH:30][CH:29]=[CH:28][C:27]=2[CH3:32])[CH:3]=1.[CH2:33]([Zn]CC)[CH3:34]. Product: [CH2:33]([C:2]1[N:7]=[CH:6][C:5]([N:8]([CH3:25])[C:9](=[O:24])[C:10]2[CH:11]=[C:12]([C:20]([F:23])([F:22])[F:21])[CH:13]=[C:14]([C:16]([F:19])([F:18])[F:17])[CH:15]=2)=[C:4]([C:26]2[CH:31]=[CH:30][CH:29]=[CH:28][C:27]=2[CH3:32])[CH:3]=1)[CH3:34]. The catalyst class is: 1. (3) Reactant: O[C@H:2]([CH3:22])[C@H:3]([NH:7][C:8]([O:10][CH2:11][CH2:12][CH2:13][CH2:14][CH2:15][C:16]1[CH:21]=[CH:20][CH:19]=[CH:18][CH:17]=1)=[O:9])[C:4]([OH:6])=[O:5].CCN(CC)CC.CN(C(ON1N=NC2C=CC=CC1=2)=[N+](C)C)C.[B-](F)(F)(F)F. Product: [C:16]1([CH2:15][CH2:14][CH2:13][CH2:12][CH2:11][O:10][C:8](=[O:9])[NH:7][C@@H:3]2[C:4](=[O:6])[O:5][C@@H:2]2[CH3:22])[CH:21]=[CH:20][CH:19]=[CH:18][CH:17]=1. The catalyst class is: 2. (4) Reactant: [OH:1][C:2]1[CH:7]=[CH:6][N:5]=[CH:4][CH:3]=1.[C:8]([O:12][C:13]([N:15]1[CH2:20][CH2:19][CH:18]([CH2:21]O)[CH2:17][CH2:16]1)=[O:14])([CH3:11])([CH3:10])[CH3:9].C1(P(C2C=CC=CC=2)C2C=CC=CC=2)C=CC=CC=1.CCOC(/N=N/C(OCC)=O)=O. Product: [C:8]([O:12][C:13]([N:15]1[CH2:20][CH2:19][CH:18]([CH2:21][O:1][C:2]2[CH:7]=[CH:6][N:5]=[CH:4][CH:3]=2)[CH2:17][CH2:16]1)=[O:14])([CH3:11])([CH3:9])[CH3:10]. The catalyst class is: 1. (5) Reactant: [NH2:1][C:2]1[CH:7]=[CH:6][N:5]=[CH:4][CH:3]=1.[Li+].C[Si]([N-][Si](C)(C)C)(C)C.[CH:18]1([CH2:21][C:22](=[O:33])[CH2:23][C:24]2[CH:29]=[CH:28][N:27]=[C:26](S(C)=O)[N:25]=2)[CH2:20][CH2:19]1. Product: [CH:18]1([CH2:21][C:22](=[O:33])[CH2:23][C:24]2[CH:29]=[CH:28][N:27]=[C:26]([NH:1][C:2]3[CH:7]=[CH:6][N:5]=[CH:4][CH:3]=3)[N:25]=2)[CH2:19][CH2:20]1. The catalyst class is: 1. (6) Reactant: [C:1]([C:3]1[CH:4]=[CH:5][C:6]2[N:7]([C:9]([C:12]([O:14]CC)=[O:13])=[CH:10][N:11]=2)[CH:8]=1)#[N:2].O.[OH-].[Li+:19]. Product: [C:1]([C:3]1[CH:4]=[CH:5][C:6]2[N:7]([C:9]([C:12]([O-:14])=[O:13])=[CH:10][N:11]=2)[CH:8]=1)#[N:2].[Li+:19]. The catalyst class is: 738.